From a dataset of Blood-brain barrier permeability classification from the B3DB database. Regression/Classification. Given a drug SMILES string, predict its absorption, distribution, metabolism, or excretion properties. Task type varies by dataset: regression for continuous measurements (e.g., permeability, clearance, half-life) or binary classification for categorical outcomes (e.g., BBB penetration, CYP inhibition). Dataset: b3db_classification. (1) The molecule is CCCC(C(=O)c1ccc(C)cc1)N1CCCC1. The result is 1 (penetrates BBB). (2) The drug is CC(C)(C)C(=O)OCOC(=O)C1N2C(=O)C(NC(=O)C(N)c3ccccc3)C2SC1(C)C. The result is 0 (does not penetrate BBB). (3) The drug is CC(C)(C)NC(=O)[C@@H]1CC[C@@H]2[C@@H]3CC[C@@H]4NC(=O)C=C[C@@]4(C)[C@@H]3CC[C@@]12C. The result is 1 (penetrates BBB). (4) The compound is CC(C)c1nc(-c2ncn3c2CN(C)C(=O)c2c(Cl)cccc2-3)no1. The result is 1 (penetrates BBB). (5) The compound is C(=N\NC1=NCCN1)\c1c2ccccc2c(/C=N\NC2=NCCN2)c2ccccc12. The result is 0 (does not penetrate BBB). (6) The molecule is Cc1cnc(N=C(N)N)s1. The result is 1 (penetrates BBB). (7) The result is 1 (penetrates BBB). The molecule is CC1(C)O[C@@H]2CC3C4CCC5=CC(=O)CC[C@]5(C)[C@@]4(F)[C@@H](O)C[C@]3(C)[C@]2(C(=O)CCl)O1.